Predict the reaction yield, written as a fraction of the theoretical maximum amount of product (1.0 means a 100% yield; for example, 0.34 means a 34% yield). From a dataset of Reaction yield outcomes from USPTO patents with 853,638 reactions. (1) The reactants are C[O:2][C:3]1[C:8]([NH2:9])=[CH:7][CH:6]=[CH:5][C:4]=1[C:10]1[S:11][C:12]([CH3:18])=[C:13]([C:15]([OH:17])=[O:16])[N:14]=1.[BrH:19]. No catalyst specified. The product is [BrH:19].[OH:2][C:3]1[C:8]([NH2:9])=[CH:7][CH:6]=[CH:5][C:4]=1[C:10]1[S:11][C:12]([CH3:18])=[C:13]([C:15]([OH:17])=[O:16])[N:14]=1. The yield is 0.640. (2) The reactants are [Br:1][C:2]1[CH:3]=[C:4]2[C:8](=[CH:9][C:10]=1[N+:11]([O-:13])=[O:12])[NH:7][CH2:6][CH2:5]2.C(C1C(=O)C(Cl)=C(Cl)C(=O)C=1C#N)#N. The catalyst is O1CCOCC1. The product is [Br:1][C:2]1[CH:3]=[C:4]2[C:8](=[CH:9][C:10]=1[N+:11]([O-:13])=[O:12])[NH:7][CH:6]=[CH:5]2. The yield is 0.380. (3) The reactants are Cl.[Cl:2][C:3]1[CH:8]=[CH:7][C:6]([C@@H:9]2[C@@H:14]([OH:15])[C@H:13]([CH2:16][OH:17])[C@@H:12]([OH:18])[C@H:11]([OH:19])[C@H:10]2[OH:20])=[CH:5][C:4]=1[CH2:21][C:22]1[CH:27]=[CH:26][C:25]([CH2:28][CH3:29])=[CH:24][CH:23]=1.[CH3:30][C:31]#N.[CH3:33]O. The catalyst is CC(C)=O. The product is [Cl:2][C:3]1[CH:8]=[CH:7][C:6]([C@@H:9]2[C@H:14]3[O:15][C:31]([CH3:30])([CH3:33])[O:17][CH2:16][C@@H:13]3[C@@H:12]([OH:18])[C@H:11]([OH:19])[C@H:10]2[OH:20])=[CH:5][C:4]=1[CH2:21][C:22]1[CH:23]=[CH:24][C:25]([CH2:28][CH3:29])=[CH:26][CH:27]=1. The yield is 0.753. (4) The reactants are [NH2:1][CH2:2][C:3]([C:5]1[CH:10]=[CH:9][C:8]([C:11]([F:14])([F:13])[F:12])=[CH:7][CH:6]=1)=[O:4].C[C:16]1[CH:17]=[CH:18][C:19]([S:22](O)(=[O:24])=[O:23])=[CH:20][CH:21]=1.C1(S(Cl)(=O)=O)C=CC=CC=1.C(N(CC)CC)C. The catalyst is CN(C=O)C.O. The product is [O:4]=[C:3]([C:5]1[CH:10]=[CH:9][C:8]([C:11]([F:12])([F:13])[F:14])=[CH:7][CH:6]=1)[CH2:2][NH:1][S:22]([C:19]1[CH:20]=[CH:21][CH:16]=[CH:17][CH:18]=1)(=[O:24])=[O:23]. The yield is 0.114. (5) The reactants are [CH2:1]([O:3][C:4]1[CH:5]=[C:6]([CH2:18][OH:19])[CH:7]=[C:8]([O:15][CH2:16][CH3:17])[C:9]=1[N:10]1[CH:14]=[CH:13][CH:12]=[CH:11]1)[CH3:2]. The catalyst is C1(C)C=CC=CC=1.O=[Mn]=O. The product is [CH2:16]([O:15][C:8]1[CH:7]=[C:6]([CH:5]=[C:4]([O:3][CH2:1][CH3:2])[C:9]=1[N:10]1[CH:14]=[CH:13][CH:12]=[CH:11]1)[CH:18]=[O:19])[CH3:17]. The yield is 0.890. (6) The reactants are Cl.[N:2]1[CH:7]=[CH:6][CH:5]=[CH:4][C:3]=1[CH2:8][C:9]([OH:11])=O.[NH2:12][C@@H:13]([CH2:31][O:32][CH2:33][C:34]1[CH:39]=[CH:38][CH:37]=[CH:36][CH:35]=1)[C:14]([NH:16][C:17]1[CH:22]=[CH:21][C:20]([O:23][C:24]2[CH:29]=[CH:28][C:27]([F:30])=[CH:26][CH:25]=2)=[CH:19][CH:18]=1)=[O:15]. No catalyst specified. The product is [CH2:33]([O:32][CH2:31][C@H:13]([NH:12][C:9](=[O:11])[CH2:8][C:3]1[CH:4]=[CH:5][CH:6]=[CH:7][N:2]=1)[C:14]([NH:16][C:17]1[CH:22]=[CH:21][C:20]([O:23][C:24]2[CH:29]=[CH:28][C:27]([F:30])=[CH:26][CH:25]=2)=[CH:19][CH:18]=1)=[O:15])[C:34]1[CH:39]=[CH:38][CH:37]=[CH:36][CH:35]=1. The yield is 0.500.